From a dataset of Reaction yield outcomes from USPTO patents with 853,638 reactions. Predict the reaction yield, written as a fraction of the theoretical maximum amount of product (1.0 means a 100% yield; for example, 0.34 means a 34% yield). (1) The reactants are [CH2:1]1[O:11][C:4]2([CH2:9][CH2:8][C:7](=O)[CH2:6][CH2:5]2)[O:3][CH2:2]1.C(O[BH-](OC(=O)C)OC(=O)C)(=O)C.[Na+].[CH2:26]([NH2:33])[C:27]1[CH:32]=[CH:31][CH:30]=[CH:29][CH:28]=1.[OH-].[Na+]. The catalyst is C(Cl)Cl. The product is [C:27]1([CH2:26][NH:33][CH:7]2[CH2:8][CH2:9][C:4]3([O:11][CH2:1][CH2:2][O:3]3)[CH2:5][CH2:6]2)[CH:32]=[CH:31][CH:30]=[CH:29][CH:28]=1. The yield is 1.00. (2) The reactants are CS([C:5]1[N:6]=[N:7][CH:8]=[C:9]([C:11]2[CH:16]=[CH:15][C:14]([F:17])=[CH:13][C:12]=2[F:18])[N:10]=1)(=O)=O.[NH3:19].C1COCC1. No catalyst specified. The product is [F:18][C:12]1[CH:13]=[C:14]([F:17])[CH:15]=[CH:16][C:11]=1[C:9]1[N:10]=[C:5]([NH2:19])[N:6]=[N:7][CH:8]=1. The yield is 0.530. (3) The reactants are [NH2:1][CH:2]([C:5]1[CH:33]=[CH:32][C:31]([C:34]([F:37])([F:36])[F:35])=[CH:30][C:6]=1[CH2:7][N:8]([CH2:15][C:16]1[CH:21]=[C:20]([C:22]([F:25])([F:24])[F:23])[CH:19]=[C:18]([C:26]([F:29])([F:28])[F:27])[CH:17]=1)[C:9]1[N:10]=[N:11][N:12]([CH3:14])[N:13]=1)[CH2:3][CH3:4].[N:38]1[CH:43]=[CH:42][CH:41]=[C:40]([CH:44]=O)[CH:39]=1.[BH4-].[Na+]. The catalyst is C(O)C. The product is [F:28][C:26]([F:29])([F:27])[C:18]1[CH:17]=[C:16]([CH:21]=[C:20]([C:22]([F:24])([F:23])[F:25])[CH:19]=1)[CH2:15][N:8]([CH2:7][C:6]1[CH:30]=[C:31]([C:34]([F:37])([F:36])[F:35])[CH:32]=[CH:33][C:5]=1[CH:2]([NH:1][CH2:44][C:40]1[CH:39]=[N:38][CH:43]=[CH:42][CH:41]=1)[CH2:3][CH3:4])[C:9]1[N:10]=[N:11][N:12]([CH3:14])[N:13]=1. The yield is 0.780. (4) The product is [CH2:31]([O:33][P:34]([C:39]([C:42]1[CH:47]=[CH:46][C:45]([CH2:48][N:19]([S:20]([C:23]2[CH:24]=[CH:25][CH:26]=[CH:27][CH:28]=2)(=[O:22])=[O:21])[CH2:18][C:15]2[CH:16]=[CH:17][C:12]([C:9]([P:4]([O:5][CH2:6][CH3:7])([O:3][CH2:1][CH3:2])=[O:8])([F:10])[F:11])=[CH:13][CH:14]=2)=[CH:44][C:43]=1[Br:50])([F:41])[F:40])(=[O:38])[O:35][CH2:36][CH3:37])[CH3:32]. The reactants are [CH2:1]([O:3][P:4]([C:9]([C:12]1[CH:17]=[CH:16][C:15]([CH2:18][NH:19][S:20]([C:23]2[CH:28]=[CH:27][CH:26]=[CH:25][CH:24]=2)(=[O:22])=[O:21])=[CH:14][CH:13]=1)([F:11])[F:10])(=[O:8])[O:5][CH2:6][CH3:7])[CH3:2].[H-].[Na+].[CH2:31]([O:33][P:34]([C:39]([C:42]1[CH:47]=[CH:46][C:45]([CH2:48]Br)=[CH:44][C:43]=1[Br:50])([F:41])[F:40])(=[O:38])[O:35][CH2:36][CH3:37])[CH3:32]. The yield is 0.560. The catalyst is CN(C=O)C. (5) The reactants are [OH:1][C:2]1[CH:13]=[CH:12][C:11]([O:14][CH3:15])=[CH:10][C:3]=1[C:4]([N:6]([O:8][CH3:9])[CH3:7])=[O:5].CN(C)C=O.[H-].[Na+].[CH3:23][O:24][CH2:25]Cl. The catalyst is C(OCC)(=O)C. The product is [CH3:9][O:8][N:6]([CH3:7])[C:4](=[O:5])[C:3]1[CH:10]=[C:11]([O:14][CH3:15])[CH:12]=[CH:13][C:2]=1[O:1][CH2:23][O:24][CH3:25]. The yield is 0.820.